This data is from Peptide-MHC class I binding affinity with 185,985 pairs from IEDB/IMGT. The task is: Regression. Given a peptide amino acid sequence and an MHC pseudo amino acid sequence, predict their binding affinity value. This is MHC class I binding data. (1) The peptide sequence is FQPSDYFPSV. The MHC is HLA-A02:07 with pseudo-sequence HLA-A02:07. The binding affinity (normalized) is 0.439. (2) The binding affinity (normalized) is 0.0847. The peptide sequence is REFEAQNVP. The MHC is HLA-A69:01 with pseudo-sequence HLA-A69:01. (3) The peptide sequence is IEGRDRTMAWT. The MHC is HLA-B40:01 with pseudo-sequence HLA-B40:01. The binding affinity (normalized) is 0.0723. (4) The binding affinity (normalized) is 0.596. The MHC is Mamu-B3901 with pseudo-sequence Mamu-B3901. The peptide sequence is RQFLTAFEF. (5) The peptide sequence is ARYAAAAAL. The MHC is HLA-A03:01 with pseudo-sequence HLA-A03:01. The binding affinity (normalized) is 0.